This data is from Forward reaction prediction with 1.9M reactions from USPTO patents (1976-2016). The task is: Predict the product of the given reaction. (1) Given the reactants Br[C:2]1[CH:7]=[CH:6][C:5]([S:8]([CH3:11])(=[O:10])=[O:9])=[CH:4][CH:3]=1.[C:12]([C:14]1[CH:15]=[C:16](B(O)O)[CH:17]=[CH:18][CH:19]=1)#[N:13], predict the reaction product. The product is: [CH3:11][S:8]([C:5]1[CH:6]=[CH:7][C:2]([C:18]2[CH:17]=[CH:16][CH:15]=[C:14]([C:12]#[N:13])[CH:19]=2)=[CH:3][CH:4]=1)(=[O:10])=[O:9]. (2) Given the reactants [Cl:1][C:2]1[CH:15]=[CH:14][C:13]([C:16]#[C:17][C:18]2[C:23]([F:24])=[CH:22][C:21]([F:25])=[CH:20][C:19]=2[F:26])=[CH:12][C:3]=1[NH:4][N:5]1[CH2:10][CH2:9][CH2:8][O:7][C:6]1=[O:11], predict the reaction product. The product is: [Cl:1][C:2]1[CH:15]=[CH:14][C:13]([CH2:16][CH2:17][C:18]2[C:19]([F:26])=[CH:20][C:21]([F:25])=[CH:22][C:23]=2[F:24])=[CH:12][C:3]=1[NH:4][N:5]1[CH2:10][CH2:9][CH2:8][O:7][C:6]1=[O:11]. (3) Given the reactants Br[C:2]1[CH:11]=[C:10]2[C:5]([C:6]([Cl:22])=[CH:7][N:8]([CH2:13][C:14]3[CH:19]=[CH:18][C:17]([O:20][CH3:21])=[CH:16][CH:15]=3)[C:9]2=[O:12])=[CH:4][CH:3]=1.O1CCOCC1.[CH2:29]([SH:36])[C:30]1[CH:35]=[CH:34][CH:33]=[CH:32][CH:31]=1, predict the reaction product. The product is: [CH2:29]([S:36][C:2]1[CH:11]=[C:10]2[C:5]([C:6]([Cl:22])=[CH:7][N:8]([CH2:13][C:14]3[CH:19]=[CH:18][C:17]([O:20][CH3:21])=[CH:16][CH:15]=3)[C:9]2=[O:12])=[CH:4][CH:3]=1)[C:30]1[CH:35]=[CH:34][CH:33]=[CH:32][CH:31]=1.